The task is: Predict which catalyst facilitates the given reaction.. This data is from Catalyst prediction with 721,799 reactions and 888 catalyst types from USPTO. (1) Reactant: [Na].[Br:2][C:3]1[CH:4]=[CH:5][C:6]([C:14]#[N:15])=[C:7]([NH:9][CH2:10][C:11]([NH2:13])=[O:12])[CH:8]=1.[NH4+].[Cl-]. Product: [NH2:15][C:14]1[C:6]2[C:7](=[CH:8][C:3]([Br:2])=[CH:4][CH:5]=2)[NH:9][C:10]=1[C:11]([NH2:13])=[O:12]. The catalyst class is: 41. (2) Reactant: [Cl:1][C:2]1[CH:3]=[C:4]([CH:18]=[C:19]([Cl:21])[CH:20]=1)[O:5][C:6]1[CH:14]=[CH:13][C:9]([C:10](O)=[O:11])=[CH:8][C:7]=1[N+:15]([O-:17])=[O:16].C1N=C[N:24](C(N2C=NC=C2)=O)C=1.N. Product: [Cl:1][C:2]1[CH:3]=[C:4]([CH:18]=[C:19]([Cl:21])[CH:20]=1)[O:5][C:6]1[CH:14]=[CH:13][C:9]([C:10]([NH2:24])=[O:11])=[CH:8][C:7]=1[N+:15]([O-:17])=[O:16]. The catalyst class is: 20. (3) Reactant: [Br:1][C:2]1[CH:10]=[CH:9][CH:8]=[C:7]2[C:3]=1[CH:4]=[CH:5][NH:6]2.[H-].[Na+].[CH2:13](Br)[C:14]1[CH:19]=[CH:18][CH:17]=[CH:16][CH:15]=1. Product: [CH2:13]([N:6]1[C:7]2[C:3](=[C:2]([Br:1])[CH:10]=[CH:9][CH:8]=2)[CH:4]=[CH:5]1)[C:14]1[CH:19]=[CH:18][CH:17]=[CH:16][CH:15]=1. The catalyst class is: 3. (4) Reactant: [CH3:1][C:2]1[CH:7]=[CH:6][CH:5]=[C:4]([CH3:8])[C:3]=1[CH2:9][N:10]1[C:14]([C:15]([O:17]C)=[O:16])=[CH:13][C:12]([B:19]2[O:23][C:22]([CH3:25])([CH3:24])[C:21]([CH3:27])([CH3:26])[O:20]2)=[N:11]1.[OH-].[Na+]. Product: [CH3:8][C:4]1[CH:5]=[CH:6][CH:7]=[C:2]([CH3:1])[C:3]=1[CH2:9][N:10]1[C:14]([C:15]([OH:17])=[O:16])=[CH:13][C:12]([B:19]2[O:20][C:21]([CH3:27])([CH3:26])[C:22]([CH3:25])([CH3:24])[O:23]2)=[N:11]1. The catalyst class is: 1. (5) Reactant: [O:1]1[C:5]2([CH2:10][CH2:9][CH:8]([CH2:11][OH:12])[CH2:7][CH2:6]2)OCC1.Cl. Product: [OH:12][CH2:11][CH:8]1[CH2:9][CH2:10][C:5](=[O:1])[CH2:6][CH2:7]1. The catalyst class is: 21. (6) Reactant: C(OC([N:8]1[CH2:12][CH:11]([O:13][C:14](=[O:19])[C:15]([CH3:18])([CH3:17])[CH3:16])[CH2:10][N:9]1[C:20]([O:22][CH2:23][C:24]1[CH:29]=[CH:28][CH:27]=[CH:26][CH:25]=1)=[O:21])=O)(C)(C)C.S(Cl)(Cl)=O.Cl. Product: [CH2:23]([O:22][C:20]([N:9]1[CH2:10][CH:11]([O:13][C:14](=[O:19])[C:15]([CH3:17])([CH3:16])[CH3:18])[CH2:12][NH:8]1)=[O:21])[C:24]1[CH:29]=[CH:28][CH:27]=[CH:26][CH:25]=1. The catalyst class is: 5. (7) Reactant: [C:1]([O:5][C:6]([NH:8][C:9]1([C:12]([OH:14])=O)[CH2:11][CH2:10]1)=[O:7])([CH3:4])([CH3:3])[CH3:2].Cl.[CH3:16][NH:17][O:18][CH3:19].C(N(CC)CC)C.CN(C(ON1N=NC2C=CC=NC1=2)=[N+](C)C)C.F[P-](F)(F)(F)(F)F. Product: [C:1]([O:5][C:6](=[O:7])[NH:8][C:9]1([C:12](=[O:14])[N:17]([O:18][CH3:19])[CH3:16])[CH2:10][CH2:11]1)([CH3:2])([CH3:3])[CH3:4]. The catalyst class is: 2. (8) Reactant: [Cl:1][C:2]1[N:7]=[CH:6][C:5]([S:8][C:9]2[N:13]([C:14]3[CH:19]=[CH:18][CH:17]=[CH:16][C:15]=3[F:20])[N:12]=[C:11]([C:21]([O:23]CC)=O)[CH:10]=2)=[CH:4][CH:3]=1.[CH3:26][NH2:27].CO. Product: [Cl:1][C:2]1[N:7]=[CH:6][C:5]([S:8][C:9]2[N:13]([C:14]3[CH:19]=[CH:18][CH:17]=[CH:16][C:15]=3[F:20])[N:12]=[C:11]([C:21]([NH:27][CH3:26])=[O:23])[CH:10]=2)=[CH:4][CH:3]=1. The catalyst class is: 5. (9) Reactant: [NH:1]1[C:9]2[C:4](=[CH:5][CH:6]=[CH:7][CH:8]=2)[C:3]([C:10]([O-:12])=[O:11])=[N:2]1.Cl[CH2:14][C:15]1[CH:20]=[CH:19][C:18]([S:21]([CH3:24])(=[O:23])=[O:22])=[CH:17][CH:16]=1.[C:25](=O)([O-])[O-].[K+].[K+]. Product: [CH3:24][S:21]([C:18]1[CH:19]=[CH:20][C:15]([CH2:14][N:1]2[C:9]3[C:4](=[CH:5][CH:6]=[CH:7][CH:8]=3)[C:3]([C:10]([O:12][CH3:25])=[O:11])=[N:2]2)=[CH:16][CH:17]=1)(=[O:23])=[O:22]. The catalyst class is: 9.